Binary Classification. Given a drug SMILES string, predict its activity (active/inactive) in a high-throughput screening assay against a specified biological target. From a dataset of Cav3 T-type calcium channel HTS with 100,875 compounds. (1) The molecule is o1c(c2n(c3c(n2)cccc3)C)cc(c1C)C(=O)c1ccccc1. The result is 0 (inactive). (2) The molecule is s1c2c(nc1NC(=O)c1c(oc(c1)C)C)c(ccc2)C. The result is 0 (inactive).